This data is from Full USPTO retrosynthesis dataset with 1.9M reactions from patents (1976-2016). The task is: Predict the reactants needed to synthesize the given product. Given the product [N:19]1([C:25]([O:27][C:28]([CH3:31])([CH3:30])[CH3:29])=[O:26])[CH2:24][CH2:23][N:22]([C:1]([O:12][CH2:13][C:14]([NH:16][CH3:17])=[O:15])=[O:18])[CH2:21][CH2:20]1, predict the reactants needed to synthesize it. The reactants are: [C:1](=[O:18])([O:12][CH2:13][C:14]([NH:16][CH3:17])=[O:15])OC1C=CC([N+]([O-])=O)=CC=1.[N:19]1([C:25]([O:27][C:28]([CH3:31])([CH3:30])[CH3:29])=[O:26])[CH2:24][CH2:23][NH:22][CH2:21][CH2:20]1.